This data is from Forward reaction prediction with 1.9M reactions from USPTO patents (1976-2016). The task is: Predict the product of the given reaction. (1) Given the reactants [CH3:1][O:2][C:3]1[CH:15]=[C:14]([O:16][CH3:17])[CH:13]=[CH:12][C:4]=1[CH2:5][NH:6][C:7]1[S:11][N:10]=[CH:9][N:8]=1.[Cl:18][C:19]1[CH:20]=[C:21]([S:26](Cl)(=[O:28])=[O:27])[CH:22]=[CH:23][C:24]=1[F:25], predict the reaction product. The product is: [Cl:18][C:19]1[CH:20]=[C:21]([S:26]([N:6]([CH2:5][C:4]2[CH:12]=[CH:13][C:14]([O:16][CH3:17])=[CH:15][C:3]=2[O:2][CH3:1])[C:7]2[S:11][N:10]=[CH:9][N:8]=2)(=[O:27])=[O:28])[CH:22]=[CH:23][C:24]=1[F:25]. (2) Given the reactants Br[CH2:2][C:3]1[CH:19]=[CH:18][C:6]([C:7]([C:9]2[CH:14]=[CH:13][C:12]([N+:15]([O-:17])=[O:16])=[CH:11][CH:10]=2)=[O:8])=[CH:5][CH:4]=1.C(=O)([O-])[O-:21].[Ca+2], predict the reaction product. The product is: [OH:21][CH2:2][C:3]1[CH:19]=[CH:18][C:6]([C:7]([C:9]2[CH:14]=[CH:13][C:12]([N+:15]([O-:17])=[O:16])=[CH:11][CH:10]=2)=[O:8])=[CH:5][CH:4]=1. (3) Given the reactants [Br:1][C:2]1[C:3]([CH3:19])=[C:4]([C:9]2[CH:14]=[CH:13][CH:12]=[C:11]([C:15]([F:18])([F:17])[F:16])[CH:10]=2)[C:5]([NH2:8])=[N:6][CH:7]=1.C(OC([N:25]=[C:26]=S)=O)C.Cl.NO.CC[N:33](C(C)C)C(C)C, predict the reaction product. The product is: [Br:1][C:2]1[C:3]([CH3:19])=[C:4]([C:9]2[CH:14]=[CH:13][CH:12]=[C:11]([C:15]([F:18])([F:16])[F:17])[CH:10]=2)[C:5]2[N:6]([N:33]=[C:26]([NH2:25])[N:8]=2)[CH:7]=1. (4) Given the reactants [Br:1][C:2]1[CH:7]=[CH:6][C:5]([C:8]([F:11])([F:10])[F:9])=[CH:4][C:3]=1I.CC1(C)C(C)(C)OB([C:21]2[CH2:22][N:23]([C:26]([O:28][C:29]([CH3:32])([CH3:31])[CH3:30])=[O:27])[CH2:24][CH:25]=2)O1.C(=O)([O-])[O-].[K+].[K+], predict the reaction product. The product is: [Br:1][C:2]1[CH:7]=[CH:6][C:5]([C:8]([F:11])([F:10])[F:9])=[CH:4][C:3]=1[C:25]1[CH2:24][N:23]([C:26]([O:28][C:29]([CH3:32])([CH3:31])[CH3:30])=[O:27])[CH2:22][CH:21]=1. (5) Given the reactants [C:1]1([C:40]2[CH:45]=[CH:44][CH:43]=[CH:42][CH:41]=2)[CH:6]=[CH:5][CH:4]=[CH:3][C:2]=1[CH2:7][C:8]([N:10]1[CH2:14][CH2:13][C@H:12]([NH:15][C:16]2[N:25]=[C:24]([N:26]3[CH2:32][CH2:31][CH2:30][N:29](C(OC(C)(C)C)=O)[CH2:28][CH2:27]3)[C:23]3[C:18](=[CH:19][CH:20]=[CH:21][CH:22]=3)[N:17]=2)[CH2:11]1)=[O:9].[ClH:46], predict the reaction product. The product is: [ClH:46].[ClH:46].[C:1]1([C:40]2[CH:45]=[CH:44][CH:43]=[CH:42][CH:41]=2)[CH:6]=[CH:5][CH:4]=[CH:3][C:2]=1[CH2:7][C:8]([N:10]1[CH2:14][CH2:13][C@H:12]([NH:15][C:16]2[N:25]=[C:24]([N:26]3[CH2:32][CH2:31][CH2:30][NH:29][CH2:28][CH2:27]3)[C:23]3[C:18](=[CH:19][CH:20]=[CH:21][CH:22]=3)[N:17]=2)[CH2:11]1)=[O:9]. (6) Given the reactants [OH:1][CH2:2][CH2:3][CH2:4][N:5]([CH3:13])[C:6](=[O:12])[O:7][C:8]([CH3:11])([CH3:10])[CH3:9].C(N(CC)CC)C.C(=O)([O-])O.[Na+].[CH3:26][S:27](Cl)(=[O:29])=[O:28], predict the reaction product. The product is: [CH3:26][S:27]([O:1][CH2:2][CH2:3][CH2:4][N:5]([C:6]([O:7][C:8]([CH3:10])([CH3:9])[CH3:11])=[O:12])[CH3:13])(=[O:29])=[O:28]. (7) Given the reactants [Cl:1][C:2]1[CH:7]=[CH:6][C:5]([I:8])=[CH:4][C:3]=1[C:9]([C:11]1[CH:16]=[CH:15][C:14](F)=[CH:13][CH:12]=1)=[O:10].[OH:18][C@H:19]1[CH2:23][CH2:22][O:21][CH2:20]1.CC(C)([O-])C.[K+], predict the reaction product. The product is: [Cl:1][C:2]1[CH:7]=[CH:6][C:5]([I:8])=[CH:4][C:3]=1[C:9]([C:11]1[CH:16]=[CH:15][C:14]([O:18][C@H:19]2[CH2:23][CH2:22][O:21][CH2:20]2)=[CH:13][CH:12]=1)=[O:10].